From a dataset of Experimentally validated miRNA-target interactions with 360,000+ pairs, plus equal number of negative samples. Binary Classification. Given a miRNA mature sequence and a target amino acid sequence, predict their likelihood of interaction. (1) The miRNA is hsa-miR-643 with sequence ACUUGUAUGCUAGCUCAGGUAG. The protein sequence of the target gene is MADPIMDLFDDPNLFGLDSLTDDSFNQVTQDPIEEALGLPSSLDSLDQMNQDGGGGDVGNSSASDLVPPPEETASTELPKESTAPAPESLTLHDYTTQPTSQEQPAQPVLQTSTPTAGLLQVSKSQEILSQGNPFMGVSATGVSPSNTGGQPSQSAPKIVILKAPPNSSVTGTHVAQIQAQGITSTAQPLVAGTANGGKVTFTKVLTGTPLRPGVSIVSGNTVLATKVPGNQAAVQRIVQPSRPVKQLVLQPVKGSAPAGNPGAAGPPLKPAVTLTSTPTQGESKRITLVLQQPQSGGPQ.... Result: 0 (no interaction). (2) The miRNA is hsa-miR-548aj-3p with sequence UAAAAACUGCAAUUACUUUUA. The protein sequence of the target gene is MAAKSDGGGVGVGFAQLHNLDEAVGSGGEEDGEPGGGGCGGGGDGSEPGESSSMHICHCCNTSSCYWGCRSACLRSLLGRKPRRSAAADGGDQPLQPPAAPGAGRQPPTPSAARPEPPPPQVERPWLDCLWIVLALLVFFGDVGTDLWLALDYYRKGDYVYFGLTLFFVLVPSLLVQSLSFRWFVQDYTGGGLGAVEGLTSRGPPMMGAGYVHGAARGGPGVRVSPTPGAQRLCRLSVWIWQSVIHLLQMGQVWRYIRTMYLGIQSQRRKEHQRRFYWAMMYEYADVNMLRLLETFLESA.... Result: 1 (interaction). (3) The miRNA is mmu-miR-467d-3p with sequence AUAUACAUACACACACCUACAC. The protein sequence of the target gene is MQRALPGARQHLGAILASASVVVKALCAAVLFLYLLSFAVDTGCLAVTPGYLFPPNFWIWTLATHGLMEQHVWDVAISLTTVVVAGRLLEPLWGALELLIFFSVVNVSVGLLGAFAYLLTYMASFNLVYLFTVRIHGALGFLGGVLVALKQTMGDCVVLRVPQVRVSVMPMLLLALLLLLRLATLLQSPALASYGFGLLSSWVYLRFYQRHSRGRGDMADHFAFATFFPEILQPVVGLLANLVHSLLVKVKICQKTVKRYDVGAPSSITISLPGTDPQDAERRRQLALKALNERLKRVED.... Result: 0 (no interaction). (4) The miRNA is hsa-miR-612 with sequence GCUGGGCAGGGCUUCUGAGCUCCUU. The protein sequence of the target gene is MTAEETVNVKEVEIIKLILDFLNSKKLHISMLALEKESGVINGLFSDDMLFLRQLILDGQWDEVLQFIQPLECMEKFDKKRFRYIILKQKFLEALCVNNAMSAEDEPQHLEFTMQEAVQCLHALEEYCPSKDDYSKLCLLLTLPRLTNHAEFKDWNPSTARVHCFEEACVMVAEFIPADRKLSEAGFKASNNRLFQLVMKGLLYECCVEFCQSKATGEEITESEVLLGIDLLCGNGCDDLDLSLLSWLQNLPSSVFSCAFEQKMLNIHVDKLLKPTKAAYADLLTPLISKLSPYPSSPMR.... Result: 0 (no interaction). (5) The miRNA is hsa-miR-4774-5p with sequence UCUGGUAUGUAGUAGGUAAUAA. The protein sequence of the target gene is MASKRKSTTPCMVRTSQVLEQDMLEEADRAKDKGAGMPQSDVTKDSWAAEPEHSSKETEVVEVKSMGENLSKKLQGGYECKYCPYSTQNLNEFTEHVDMQHPNVILNPLYVCAECNFTTKKYDSLSDHNSKFHPGETNFKLKLIKRNNQTVLEQSIEATNHVVPITASGPGSSDNDPGVSVGKTPMTKTGKLKADAKKVPKKPDEAAPENHMEGTARLVTDTAEILARLGSVELLQDSLGHVMPSVQLPPNINLVPKVPVPLNTTKYNSALDTNATMINSFNKFPYPTQAELSWLTAASK.... Result: 0 (no interaction). (6) The miRNA is hsa-miR-5584-3p with sequence UAGUUCUUCCCUUUGCCCAAUU. The protein sequence of the target gene is MAHDQPLLVVQEALRKCFPVVEEQQNLWQSTLQDCSPLLSSLSNLAEQLQAAQSLRFEDVPALRPFPDLQERLRRKQLEAGDVVLDKLAERLATLLKVRNTINSHVEQVFQAYEQHAAVLDIDTVLRPSVVSPSVADMLEWLQDIDRHYGSSYLKRKYLLSSIHWGDLASIQALPKAWDQISENECQTLVSDVLVSVSFFLEEPGGCAASGDLEHHS. Result: 0 (no interaction).